Dataset: Forward reaction prediction with 1.9M reactions from USPTO patents (1976-2016). Task: Predict the product of the given reaction. (1) Given the reactants [C:1]([O:5][C:6]([NH:8][S:9]([N:12]([CH3:51])[CH:13]1[CH2:17][CH2:16][N:15]([CH2:18][CH2:19][N:20]([CH3:50])[C@@H:21]2[CH2:28][N:27]3[C:29]4[CH:30]=[C:31]([C:42]([O:44]C)=[O:43])[CH:32]=[CH:33][C:34]=4[C:35]([CH:36]4[CH2:41][CH2:40][CH2:39][CH2:38][CH2:37]4)=[C:26]3[C:25]3[CH:46]=[CH:47][CH:48]=[CH:49][C:24]=3[O:23][CH2:22]2)[CH2:14]1)(=[O:11])=[O:10])=[O:7])([CH3:4])([CH3:3])[CH3:2].[OH-].[K+], predict the reaction product. The product is: [C:1]([O:5][C:6]([NH:8][S:9]([N:12]([CH3:51])[CH:13]1[CH2:17][CH2:16][N:15]([CH2:18][CH2:19][N:20]([CH3:50])[C@@H:21]2[CH2:28][N:27]3[C:29]4[CH:30]=[C:31]([C:42]([OH:44])=[O:43])[CH:32]=[CH:33][C:34]=4[C:35]([CH:36]4[CH2:37][CH2:38][CH2:39][CH2:40][CH2:41]4)=[C:26]3[C:25]3[CH:46]=[CH:47][CH:48]=[CH:49][C:24]=3[O:23][CH2:22]2)[CH2:14]1)(=[O:11])=[O:10])=[O:7])([CH3:4])([CH3:3])[CH3:2]. (2) Given the reactants [CH3:1][C:2]1[C:7]([CH:8]([CH2:13][CH2:14][CH3:15])[C:9]([O:11]C)=[O:10])=[C:6]([C:16]2[CH:25]=[CH:24][C:19]3[NH:20][C:21](=[O:23])[NH:22][C:18]=3[CH:17]=2)[N:5]=[C:4]([C:26]2[CH:31]=[CH:30][CH:29]=[CH:28][CH:27]=2)[N:3]=1.[OH-].[Na+], predict the reaction product. The product is: [CH3:1][C:2]1[C:7]([CH:8]([CH2:13][CH2:14][CH3:15])[C:9]([OH:11])=[O:10])=[C:6]([C:16]2[CH:25]=[CH:24][C:19]3[NH:20][C:21](=[O:23])[NH:22][C:18]=3[CH:17]=2)[N:5]=[C:4]([C:26]2[CH:31]=[CH:30][CH:29]=[CH:28][CH:27]=2)[N:3]=1. (3) Given the reactants [OH-].[Na+].[Cl:3][C:4]1[N:9]=[C:8]([N:10]2[CH2:15][CH2:14][O:13][CH2:12][C@H:11]2[CH3:16])[CH:7]=[C:6]([CH2:17][S:18]([CH3:21])(=[O:20])=[O:19])[N:5]=1.Br[CH2:23][CH2:24][O:25][CH2:26][CH2:27]Br, predict the reaction product. The product is: [Cl:3][C:4]1[N:9]=[C:8]([N:10]2[CH2:15][CH2:14][O:13][CH2:12][C@H:11]2[CH3:16])[CH:7]=[C:6]([C:17]2([S:18]([CH3:21])(=[O:20])=[O:19])[CH2:27][CH2:26][O:25][CH2:24][CH2:23]2)[N:5]=1. (4) Given the reactants [CH3:1][NH2:2].[CH3:3][OH:4].COC([C:9]1[C:17]2[N:16]=[C:15]([C:18]3[CH:23]=[CH:22][CH:21]=[CH:20][N:19]=3)[NH:14][C:13]=2[CH:12]=[C:11]([O:24][C:25]2[CH:26]=[N:27][CH:28]=[CH:29][CH:30]=2)[CH:10]=1)=O, predict the reaction product. The product is: [CH3:1][NH:2][C:3]([C:17]1[CH:13]=[CH:12][C:11]([O:24][C:10]2[C:11]([O:24][C:25]3[CH:26]=[N:27][CH:28]=[CH:29][CH:30]=3)=[CH:12][C:13]3[NH:14][C:15]([C:18]4[CH:23]=[CH:22][CH:21]=[CH:20][N:19]=4)=[N:16][C:17]=3[CH:9]=2)=[CH:10][CH:9]=1)=[O:4]. (5) Given the reactants [NH2:1][C:2]1[C:3]([C:16]2[CH:28]=[CH:27][C:19]([C:20]([O:22][C:23]([CH3:26])([CH3:25])[CH3:24])=[O:21])=[C:18]([F:29])[CH:17]=2)=[N:4][C:5]([C@@H:8]2[CH2:13][CH2:12][C:11](=[O:14])[C@H:10]([F:15])[CH2:9]2)=[CH:6][N:7]=1.[BH4-].[Na+], predict the reaction product. The product is: [NH2:1][C:2]1[C:3]([C:16]2[CH:28]=[CH:27][C:19]([C:20]([O:22][C:23]([CH3:26])([CH3:24])[CH3:25])=[O:21])=[C:18]([F:29])[CH:17]=2)=[N:4][C:5]([C@H:8]2[CH2:13][CH2:12][C@H:11]([OH:14])[C@@H:10]([F:15])[CH2:9]2)=[CH:6][N:7]=1.[NH2:1][C:2]1[C:3]([C:16]2[CH:28]=[CH:27][C:19]([C:20]([O:22][C:23]([CH3:26])([CH3:24])[CH3:25])=[O:21])=[C:18]([F:29])[CH:17]=2)=[N:4][C:5]([C@@H:8]2[CH2:13][CH2:12][C@@H:11]([OH:14])[C@H:10]([F:15])[CH2:9]2)=[CH:6][N:7]=1. (6) Given the reactants C(OC(=O)[NH:7][C:8]1[CH:13]=[C:12]([CH3:14])[C:11]([CH2:15][NH:16][C:17]([C:19]2[N:20]=[N:21][N:22]([CH2:24][C:25]3[CH:30]=[CH:29][C:28]([C:31]4[CH:36]=[CH:35][CH:34]=[CH:33][CH:32]=4)=[CH:27][CH:26]=3)[CH:23]=2)=[O:18])=[C:10]([CH3:37])[N:9]=1)(C)(C)C.C(O)(C(F)(F)F)=O, predict the reaction product. The product is: [NH2:7][C:8]1[N:9]=[C:10]([CH3:37])[C:11]([CH2:15][NH:16][C:17]([C:19]2[N:20]=[N:21][N:22]([CH2:24][C:25]3[CH:30]=[CH:29][C:28]([C:31]4[CH:36]=[CH:35][CH:34]=[CH:33][CH:32]=4)=[CH:27][CH:26]=3)[CH:23]=2)=[O:18])=[C:12]([CH3:14])[CH:13]=1. (7) The product is: [NH2:16][C:14]1[S:15][C:9]2[CH:10]=[CH:11][CH:6]=[CH:7][C:8]=2[N:13]=1. Given the reactants NC(N)=S.F[C:6]1[CH:7]=[C:8]([NH:13][C:14]([NH2:16])=[S:15])[CH:9]=[C:10](F)[CH:11]=1.FC1C=C(F)C2SC(N)=NC=2C=1, predict the reaction product.